Task: Predict the product of the given reaction.. Dataset: Forward reaction prediction with 1.9M reactions from USPTO patents (1976-2016) (1) Given the reactants [C:1]([Mg]Cl)([CH3:4])([CH3:3])[CH3:2].[Br:7][C:8]1[CH:9]=[C:10]2[C:15](=[CH:16][C:17]=1[O:18][CH3:19])[O:14][C:13]([CH3:21])([CH3:20])[CH2:12][C:11]2=O.C1(C)C=CC(S(O)(=O)=O)=CC=1, predict the reaction product. The product is: [Br:7][C:8]1[CH:9]=[C:10]2[C:15](=[CH:16][C:17]=1[O:18][CH3:19])[O:14][C:13]([CH3:21])([CH3:20])[CH:12]=[C:11]2[C:1]([CH3:4])([CH3:3])[CH3:2]. (2) Given the reactants [F:1][C:2]1[CH:7]=[CH:6][CH:5]=[C:4]([F:8])[C:3]=1[CH:9]1[O:13][N:12]=[C:11]([C:14]2[N:15]=[C:16]([N:19]3[CH2:23][CH:22]4[CH2:24][N:25](C(OC(C)(C)C)=O)[CH2:26][CH:21]4[CH2:20]3)[S:17][CH:18]=2)[CH2:10]1.FC(F)(F)C(O)=O, predict the reaction product. The product is: [F:1][C:2]1[CH:7]=[CH:6][CH:5]=[C:4]([F:8])[C:3]=1[CH:9]1[O:13][N:12]=[C:11]([C:14]2[N:15]=[C:16]([N:19]3[CH2:20][CH:21]4[CH2:26][NH:25][CH2:24][CH:22]4[CH2:23]3)[S:17][CH:18]=2)[CH2:10]1. (3) Given the reactants [C:9](O[C:9]([O:11][C:12]([CH3:15])([CH3:14])[CH3:13])=[O:10])([O:11][C:12]([CH3:15])([CH3:14])[CH3:13])=[O:10].[CH3:16][CH:17]1[CH2:22][CH2:21][CH2:20][CH2:19][N:18]1[C:23]1[CH:28]=[CH:27][N:26]=[CH:25][C:24]=1[NH2:29].[NH4+].[Cl-], predict the reaction product. The product is: [C:12]([O:11][C:9](=[O:10])[NH:29][C:24]1[CH:25]=[N:26][CH:27]=[CH:28][C:23]=1[N:18]1[CH2:19][CH2:20][CH2:21][CH2:22][CH:17]1[CH3:16])([CH3:13])([CH3:14])[CH3:15]. (4) Given the reactants [CH2:1]([N:8]1[C:16]2[C:11](=[C:12](Br)[CH:13]=[CH:14][CH:15]=2)[CH:10]=[CH:9]1)[C:2]1[CH:7]=[CH:6][CH:5]=[CH:4][CH:3]=1.[F:18][C:19]([F:31])([F:30])[O:20][C:21]1[CH:26]=[CH:25][C:24](B(O)O)=[CH:23][CH:22]=1.ClCCl.C(=O)([O-])[O-].[K+].[K+], predict the reaction product. The product is: [CH2:1]([N:8]1[C:16]2[C:11](=[C:12]([C:24]3[CH:23]=[CH:22][C:21]([O:20][C:19]([F:18])([F:30])[F:31])=[CH:26][CH:25]=3)[CH:13]=[CH:14][CH:15]=2)[CH:10]=[CH:9]1)[C:2]1[CH:7]=[CH:6][CH:5]=[CH:4][CH:3]=1.